From a dataset of Peptide-MHC class I binding affinity with 185,985 pairs from IEDB/IMGT. Regression. Given a peptide amino acid sequence and an MHC pseudo amino acid sequence, predict their binding affinity value. This is MHC class I binding data. (1) The peptide sequence is KFNPMKTYI. The MHC is HLA-B45:01 with pseudo-sequence HLA-B45:01. The binding affinity (normalized) is 0. (2) The binding affinity (normalized) is 0. The MHC is HLA-B54:01 with pseudo-sequence HLA-B54:01. The peptide sequence is RPMTYKAAL. (3) The peptide sequence is RMRGAHTNDVK. The MHC is HLA-B35:01 with pseudo-sequence HLA-B35:01. The binding affinity (normalized) is 0. (4) The peptide sequence is SYMLNLFPKV. The MHC is H-2-Db with pseudo-sequence H-2-Db. The binding affinity (normalized) is 0.250. (5) The peptide sequence is ATTTSPQNH. The MHC is HLA-A03:01 with pseudo-sequence HLA-A03:01. The binding affinity (normalized) is 0.0260. (6) The peptide sequence is TLYCVHQRI. The MHC is HLA-B27:05 with pseudo-sequence HLA-B27:05. The binding affinity (normalized) is 0.